From a dataset of NCI-60 drug combinations with 297,098 pairs across 59 cell lines. Regression. Given two drug SMILES strings and cell line genomic features, predict the synergy score measuring deviation from expected non-interaction effect. Drug 1: C1=NNC2=C1C(=O)NC=N2. Drug 2: C1CC(=O)NC(=O)C1N2C(=O)C3=CC=CC=C3C2=O. Cell line: HS 578T. Synergy scores: CSS=1.09, Synergy_ZIP=1.44, Synergy_Bliss=4.23, Synergy_Loewe=0.453, Synergy_HSA=0.419.